This data is from Forward reaction prediction with 1.9M reactions from USPTO patents (1976-2016). The task is: Predict the product of the given reaction. (1) Given the reactants [H-].[Na+:2].[C:3]1([CH2:9][CH2:10][OH:11])[CH:8]=[CH:7][CH:6]=[CH:5][CH:4]=1.[CH2:12]1[CH2:19][O:18][S:15](=[O:17])(=[O:16])[CH2:14][CH2:13]1, predict the reaction product. The product is: [CH2:10]([O:11][CH2:19][CH2:12][CH2:13][CH2:14][S:15]([O-:18])(=[O:17])=[O:16])[CH2:9][C:3]1[CH:8]=[CH:7][CH:6]=[CH:5][CH:4]=1.[Na+:2]. (2) Given the reactants C[O:2][C:3](=[O:45])[CH2:4][C:5]1[CH:6]=[C:7]([C:11]2[CH:16]=[CH:15][C:14]([C:17]([C:22]3[CH:27]=[CH:26][C:25]([CH2:28][CH2:29][CH:30]([O:35][Si](C(C)(C)C)(C)C)[C:31]([CH3:34])([CH3:33])[CH3:32])=[C:24]([CH3:43])[CH:23]=3)([CH2:20][CH3:21])[CH2:18][CH3:19])=[CH:13][C:12]=2[CH3:44])[CH:8]=[CH:9][CH:10]=1, predict the reaction product. The product is: [CH2:18]([C:17]([C:14]1[CH:15]=[CH:16][C:11]([C:7]2[CH:8]=[CH:9][CH:10]=[C:5]([CH2:4][C:3]([OH:45])=[O:2])[CH:6]=2)=[C:12]([CH3:44])[CH:13]=1)([C:22]1[CH:27]=[CH:26][C:25]([CH2:28][CH2:29][CH:30]([OH:35])[C:31]([CH3:33])([CH3:34])[CH3:32])=[C:24]([CH3:43])[CH:23]=1)[CH2:20][CH3:21])[CH3:19]. (3) Given the reactants [Br:1][C:2]1[N:27](S(C2C=CC=CC=2)(=O)=O)[C:5]2[N:6]=[CH:7][C:8]3[CH2:13][N:12]([C:14]4[CH:19]=[C:18]([O:20][CH3:21])[CH:17]=[C:16]([O:22][CH3:23])[C:15]=4[Cl:24])[C:11](=[O:25])[N:10]([CH3:26])[C:9]=3[C:4]=2[CH:3]=1.CC(C)([O-])C.[K+], predict the reaction product. The product is: [Br:1][C:2]1[NH:27][C:5]2[N:6]=[CH:7][C:8]3[CH2:13][N:12]([C:14]4[CH:19]=[C:18]([O:20][CH3:21])[CH:17]=[C:16]([O:22][CH3:23])[C:15]=4[Cl:24])[C:11](=[O:25])[N:10]([CH3:26])[C:9]=3[C:4]=2[CH:3]=1. (4) The product is: [C:1]([O:4][C:5]1[CH:14]=[C:13]2[C:8]([C:9]([CH2:16][C:17]([O:19][CH2:22][C:21]([Cl:25])([Cl:24])[Cl:20])=[O:18])=[CH:10][C:11](=[O:15])[O:12]2)=[CH:7][CH:6]=1)(=[O:3])[CH3:2]. Given the reactants [C:1]([O:4][C:5]1[CH:14]=[C:13]2[C:8]([C:9]([CH2:16][C:17]([OH:19])=[O:18])=[CH:10][C:11](=[O:15])[O:12]2)=[CH:7][CH:6]=1)(=[O:3])[CH3:2].[Cl:20][C:21]([Cl:25])([Cl:24])[CH2:22]O.C1(N=C=NC2CCCCC2)CCCCC1, predict the reaction product.